Dataset: Reaction yield outcomes from USPTO patents with 853,638 reactions. Task: Predict the reaction yield, written as a fraction of the theoretical maximum amount of product (1.0 means a 100% yield; for example, 0.34 means a 34% yield). (1) The reactants are [F:1][C:2]1[CH:7]=[CH:6][C:5]([NH:8][CH:9]([C:11]2[CH:12]=[C:13]([C:28](O)=[O:29])[CH:14]=[C:15]3[C:20]=2[O:19][C:18]([N:21]2[CH2:26][CH2:25][O:24][CH2:23][CH2:22]2)=[CH:17][C:16]3=[O:27])[CH3:10])=[CH:4][CH:3]=1.[CH3:31][N:32]([CH3:37])[CH2:33][CH2:34][NH:35][CH3:36]. No catalyst specified. The product is [CH3:31][N:32]([CH3:37])[CH2:33][CH2:34][N:35]([CH3:36])[C:28]([C:13]1[CH:14]=[C:15]2[C:20](=[C:11]([CH:9]([NH:8][C:5]3[CH:6]=[CH:7][C:2]([F:1])=[CH:3][CH:4]=3)[CH3:10])[CH:12]=1)[O:19][C:18]([N:21]1[CH2:26][CH2:25][O:24][CH2:23][CH2:22]1)=[CH:17][C:16]2=[O:27])=[O:29]. The yield is 0.156. (2) The yield is 0.950. The reactants are [NH2:1][C@H:2]([CH2:7][CH3:8])[C:3]([O:5][CH3:6])=[O:4].[C:9]1(=O)[CH2:13][CH2:12][CH2:11][CH2:10]1.C([O-])(=O)C.[Na+].C(O[BH-](OC(=O)C)OC(=O)C)(=O)C.[Na+].C(=O)(O)[O-].[Na+]. The catalyst is C(Cl)Cl. The product is [CH:9]1([NH:1][C@H:2]([CH2:7][CH3:8])[C:3]([O:5][CH3:6])=[O:4])[CH2:13][CH2:12][CH2:11][CH2:10]1. (3) The reactants are [I:1][C:2]1[C:3](=[O:36])[N:4](C(C2C=CC=CC=2)=O)[C:5](=[O:27])[N:6]([CH2:8][CH2:9][CH2:10][N:11]2[CH2:16][CH:15]3[C:13]([C:17]4[CH:22]=[CH:21][CH:20]=[C:19]([C:23]([F:26])([F:25])[F:24])[CH:18]=4)([CH2:14]3)[CH2:12]2)[CH:7]=1.CO. The catalyst is N. The product is [I:1][C:2]1[C:3](=[O:36])[NH:4][C:5](=[O:27])[N:6]([CH2:8][CH2:9][CH2:10][N:11]2[CH2:16][CH:15]3[C:13]([C:17]4[CH:22]=[CH:21][CH:20]=[C:19]([C:23]([F:26])([F:25])[F:24])[CH:18]=4)([CH2:14]3)[CH2:12]2)[CH:7]=1. The yield is 0.810. (4) The reactants are [C:1]([O:5][C:6]([NH:8][C@@H:9]([CH2:13][O:14][C:15]1[CH:20]=[CH:19][C:18]([F:21])=[CH:17][C:16]=1[N+:22]([O-])=O)[C:10]([OH:12])=[O:11])=[O:7])([CH3:4])([CH3:3])[CH3:2].ClCCl.CO. The catalyst is CO.[Pd]. The product is [NH2:22][C:16]1[CH:17]=[C:18]([F:21])[CH:19]=[CH:20][C:15]=1[O:14][CH2:13][C@H:9]([NH:8][C:6]([O:5][C:1]([CH3:4])([CH3:2])[CH3:3])=[O:7])[C:10]([OH:12])=[O:11]. The yield is 0.520. (5) The reactants are [Br:1][C:2]1[CH:7]=[CH:6][C:5]([S:8][CH2:9][CH:10](OC)OC)=[CH:4][CH:3]=1. The catalyst is ClC1C=CC=CC=1. The product is [Br:1][C:2]1[CH:7]=[CH:6][C:5]2[S:8][CH:9]=[CH:10][C:4]=2[CH:3]=1. The yield is 0.801. (6) The reactants are [CH2:1]([O:3][C:4](=[O:22])[CH2:5][NH:6][CH2:7][CH2:8][NH:9][S:10]([C:13]1[S:14][C:15]2[CH:21]=[CH:20][CH:19]=[CH:18][C:16]=2[N:17]=1)(=[O:12])=[O:11])[CH3:2].[CH3:23][O:24][C:25]1[CH:46]=[CH:45][C:28]([CH2:29][O:30][C:31]([NH:33][C:34]2[CH:39]=[CH:38][N:37]([CH2:40][C:41](O)=[O:42])[C:36](=[O:44])[N:35]=2)=[O:32])=[CH:27][CH:26]=1. No catalyst specified. The product is [CH2:1]([O:3][C:4](=[O:22])[CH2:5][N:6]([CH2:7][CH2:8][NH:9][S:10]([C:13]1[S:14][C:15]2[CH:21]=[CH:20][CH:19]=[CH:18][C:16]=2[N:17]=1)(=[O:12])=[O:11])[C:41](=[O:42])[CH2:40][N:37]1[CH:38]=[CH:39][C:34]([NH:33][C:31]([O:30][CH2:29][C:28]2[CH:45]=[CH:46][C:25]([O:24][CH3:23])=[CH:26][CH:27]=2)=[O:32])=[N:35][C:36]1=[O:44])[CH3:2]. The yield is 0.870.